This data is from Forward reaction prediction with 1.9M reactions from USPTO patents (1976-2016). The task is: Predict the product of the given reaction. The product is: [CH3:7][O:8][C:9]1[CH:10]=[C:11]([C:12]2[O:14][N:36]=[C:34]([C:31]3[CH:30]=[CH:29][C:28]([S:25]([NH2:24])(=[O:26])=[O:27])=[CH:33][CH:32]=3)[N:35]=2)[CH:15]=[CH:16][C:17]=1[C:18]1[C:22]([CH3:23])=[CH:21][S:20][CH:19]=1. Given the reactants C(Cl)(=O)C(Cl)=O.[CH3:7][O:8][C:9]1[CH:10]=[C:11]([CH:15]=[CH:16][C:17]=1[C:18]1[C:22]([CH3:23])=[CH:21][S:20][CH:19]=1)[C:12]([OH:14])=O.[NH2:24][S:25]([C:28]1[CH:33]=[CH:32][C:31]([C:34](=[N:36]O)[NH2:35])=[CH:30][CH:29]=1)(=[O:27])=[O:26].C(C1C=CC(S(N)(=O)=O)=CC=1)#N.CCN(C(C)C)C(C)C, predict the reaction product.